This data is from Catalyst prediction with 721,799 reactions and 888 catalyst types from USPTO. The task is: Predict which catalyst facilitates the given reaction. (1) Reactant: Br[C:2]1[CH:7]=[CH:6][C:5]([C:8]2([C:11]3[N:15]4[CH2:16][CH2:17][S:18][C:19]([CH2:22][O:23][Si](C(C)(C)C)(C)C)([CH3:21])[CH2:20][C:14]4=[N:13][N:12]=3)[CH2:10][CH2:9]2)=[CH:4][CH:3]=1.[Cl:31][C:32]1[CH:37]=[CH:36][N:35]=[CH:34][C:33]=1B1OC(C)(C)C(C)(C)O1.C(=O)([O-])[O-].[K+].[K+].C(=O)([O-])O.[Na+]. Product: [Cl:31][C:32]1[CH:37]=[CH:36][N:35]=[CH:34][C:33]=1[C:2]1[CH:3]=[CH:4][C:5]([C:8]2([C:11]3[N:15]4[CH2:16][CH2:17][S:18][C:19]([CH2:22][OH:23])([CH3:21])[CH2:20][C:14]4=[N:13][N:12]=3)[CH2:9][CH2:10]2)=[CH:6][CH:7]=1. The catalyst class is: 437. (2) Reactant: IC1C=CC(OC)=CC=1SC1NC2C=CN=C(N)C=2N=1.BrCCN1C(=O)C2C(=CC=CC=2)C1=O.C([O-])([O-])=O.[Cs+].[Cs+].[NH2:41][C:42]1[C:47]2[N:48]=[C:49]([S:64][C:65]3[C:73]([I:74])=[CH:72][C:68]4O[CH2:70][O:71][C:67]=4[CH:66]=3)[N:50]([CH2:51][CH2:52][N:53]3[C:61](=[O:62])[C:60]4[C:55](=[CH:56][CH:57]=[CH:58][CH:59]=4)[C:54]3=[O:63])[C:46]=2[CH:45]=[CH:44][N:43]=1. Product: [NH2:41][C:42]1[C:47]2[N:48]=[C:49]([S:64][C:65]3[CH:66]=[C:67]([O:71][CH3:70])[CH:68]=[CH:72][C:73]=3[I:74])[N:50]([CH2:51][CH2:52][N:53]3[C:54](=[O:63])[C:55]4[C:60](=[CH:59][CH:58]=[CH:57][CH:56]=4)[C:61]3=[O:62])[C:46]=2[CH:45]=[CH:44][N:43]=1. The catalyst class is: 3. (3) Reactant: [Cl:1][C:2]1[CH:3]=[C:4]([CH:7]=[CH:8][C:9]=1[Cl:10])[CH2:5][OH:6].[H-].[Na+].[CH3:13][N:14]([CH3:28])[S:15]([NH:18][C:19](=[O:27])[C:20]1[CH:25]=[CH:24][C:23](F)=[CH:22][CH:21]=1)(=[O:17])=[O:16].Cl. Product: [Cl:1][C:2]1[CH:3]=[C:4]([CH:7]=[CH:8][C:9]=1[Cl:10])[CH2:5][O:6][C:23]1[CH:24]=[CH:25][C:20]([C:19]([NH:18][S:15]([N:14]([CH3:28])[CH3:13])(=[O:17])=[O:16])=[O:27])=[CH:21][CH:22]=1. The catalyst class is: 774.